From a dataset of Full USPTO retrosynthesis dataset with 1.9M reactions from patents (1976-2016). Predict the reactants needed to synthesize the given product. (1) The reactants are: [CH2:1]([O:3][C:4](=[O:13])[C:5]1[C:10](Cl)=[CH:9][C:8]([Cl:12])=[N:7][CH:6]=1)[CH3:2].[CH2:14]([NH2:16])[CH3:15]. Given the product [CH2:1]([O:3][C:4](=[O:13])[C:5]1[C:10]([NH:16][CH2:14][CH3:15])=[CH:9][C:8]([Cl:12])=[N:7][CH:6]=1)[CH3:2], predict the reactants needed to synthesize it. (2) Given the product [C:5]1([S:11]([CH2:14][C:15]2[C:20]([C:21]([O:23][CH3:24])=[O:22])=[C:19]([OH:25])[C:18]([Br:27])=[CH:17][CH:16]=2)(=[O:13])=[O:12])[CH:6]=[CH:7][CH:8]=[CH:9][CH:10]=1, predict the reactants needed to synthesize it. The reactants are: [Cl-].[Al+3].[Cl-].[Cl-].[C:5]1([S:11]([CH2:14][C:15]2[C:20]([C:21]([O:23][CH3:24])=[O:22])=[C:19]([O:25]C)[C:18]([Br:27])=[CH:17][CH:16]=2)(=[O:13])=[O:12])[CH:10]=[CH:9][CH:8]=[CH:7][CH:6]=1.CN(C)C1C=CC=CC=1. (3) Given the product [F:1][C:2]1[CH:3]=[C:4]([CH:12]=[N:14][NH:27][C:28]([C@@H:23]2[CH2:24][C@H:25]2[C:42]2[CH:43]=[CH:44][CH:45]=[CH:46][CH:47]=2)=[O:71])[CH:5]=[C:6]2[C:11]=1[N:10]=[CH:9][CH:8]=[CH:7]2, predict the reactants needed to synthesize it. The reactants are: [F:1][C:2]1[CH:3]=[C:4]([C:12]([N:14](OC)C)=O)[CH:5]=[C:6]2[C:11]=1[N:10]=[CH:9][CH:8]=[CH:7]2.FC1C=C(C(O)=O)C=[C:23]2[C:28]=1[N:27]=C[CH:25]=[CH:24]2.F[P-](F)(F)(F)(F)F.N1(O[P+](N(C)C)(N(C)C)N(C)C)[C:43]2[CH:44]=[CH:45][CH:46]=[CH:47][C:42]=2N=N1.CCN(C(C)C)C(C)C.Cl.CN[O:71]C. (4) Given the product [NH:1]1[C:5](=[O:6])[CH2:4][CH2:3][C@H:2]1[C:8]([OH:10])=[O:9].[Cl:11][C:12]1[CH:13]=[CH:14][C:15]2[CH2:21][CH2:20][NH:19][CH2:18][C@H:17]([CH3:22])[C:16]=2[CH:23]=1, predict the reactants needed to synthesize it. The reactants are: [NH2:1][C@H:2]([C:8]([OH:10])=[O:9])[CH2:3][CH2:4][C:5](O)=[O:6].[Cl:11][C:12]1[CH:13]=[CH:14][C:15]2[CH2:21][CH2:20][NH:19][CH2:18][C@H:17]([CH3:22])[C:16]=2[CH:23]=1.N1C(=O)CC[C@H]1C([O-])=O.